Dataset: Full USPTO retrosynthesis dataset with 1.9M reactions from patents (1976-2016). Task: Predict the reactants needed to synthesize the given product. (1) Given the product [CH2:1]([NH:5][C@H:6]1[C@@H:11]([NH:12][C:13]([C:15]2[NH:16][C:17]([CH2:21][CH3:22])=[C:18]([Cl:20])[N:19]=2)=[O:14])[CH2:10][CH2:9][N:8]([C:23]2[S:38][C:39]3[C:45]([C:46]([O:48][CH2:49][CH3:50])=[O:47])=[CH:44][CH:43]=[CH:42][C:40]=3[N:41]=2)[CH2:7]1)[CH2:2][CH2:3][CH3:4], predict the reactants needed to synthesize it. The reactants are: [CH2:1]([NH:5][C@H:6]1[C@@H:11]([NH:12][C:13]([C:15]2[NH:16][C:17]([CH2:21][CH3:22])=[C:18]([Cl:20])[N:19]=2)=[O:14])[CH2:10][CH2:9][N:8]([C:23](OC(C)(C)C)=O)[CH2:7]1)[CH2:2][CH2:3][CH3:4].C(=O)([O-])[O-].[Na+].[Na+].BrC1[S:38][C:39]2[C:45]([C:46]([O:48][CH2:49][CH3:50])=[O:47])=[CH:44][CH:43]=[CH:42][C:40]=2[N:41]=1. (2) Given the product [Cl:1][C:2]1[CH:15]=[CH:14][C:5]([O:6][C:7]2[CH:12]=[CH:11][C:10]([NH:13][C:24](=[O:31])[C:25]3[CH:30]=[CH:29][CH:28]=[CH:27][CH:26]=3)=[CH:9][N:8]=2)=[C:4]([CH3:16])[CH:3]=1, predict the reactants needed to synthesize it. The reactants are: [Cl:1][C:2]1[CH:15]=[CH:14][C:5]([O:6][C:7]2[CH:12]=[CH:11][C:10]([NH2:13])=[CH:9][N:8]=2)=[C:4]([CH3:16])[CH:3]=1.C(N(CC)CC)C.[C:24](Cl)(=[O:31])[C:25]1[CH:30]=[CH:29][CH:28]=[CH:27][CH:26]=1.C([O-])(O)=O.[Na+]. (3) Given the product [CH3:15][CH:10]([CH2:9][C:4]1[CH:3]=[CH:8][CH:7]=[CH:6][CH:5]=1)[CH2:11][C:12]([OH:14])=[O:13], predict the reactants needed to synthesize it. The reactants are: CO[C:3]1[CH:8]=[CH:7][CH:6]=[CH:5][C:4]=1[CH2:9][CH:10]([CH3:15])[CH2:11][C:12]([OH:14])=[O:13].C1(CC(=O)C)C=CC=CC=1. (4) Given the product [C:23]([O:22][C:21](=[O:27])[NH:20][C:17]1[CH:18]=[CH:19][C:14]([S:13][C:4]2[C:5]3[C:10](=[CH:9][CH:8]=[CH:7][CH:6]=3)[C:11](=[O:12])[N:2]([NH:1][C:36](=[O:37])[CH2:35][C:32]3[CH:33]=[CH:34][C:29]([Cl:28])=[CH:30][CH:31]=3)[N:3]=2)=[CH:15][CH:16]=1)([CH3:24])([CH3:26])[CH3:25], predict the reactants needed to synthesize it. The reactants are: [NH2:1][N:2]1[C:11](=[O:12])[C:10]2[C:5](=[CH:6][CH:7]=[CH:8][CH:9]=2)[C:4]([S:13][C:14]2[CH:19]=[CH:18][C:17]([NH:20][C:21](=[O:27])[O:22][C:23]([CH3:26])([CH3:25])[CH3:24])=[CH:16][CH:15]=2)=[N:3]1.[Cl:28][C:29]1[CH:34]=[CH:33][C:32]([CH2:35][C:36](Cl)=[O:37])=[CH:31][CH:30]=1.